This data is from Forward reaction prediction with 1.9M reactions from USPTO patents (1976-2016). The task is: Predict the product of the given reaction. (1) Given the reactants CNC1C=CC(C#CCCCO)=CC=1.C([O:18][CH2:19][CH2:20][CH2:21][CH2:22][CH2:23][CH2:24][O:25][CH2:26][CH2:27][CH2:28][CH2:29][C:30]1[CH:35]=[CH:34][C:33]([N:36](C)[C:37](=O)C(F)(F)F)=[CH:32][CH:31]=1)(=O)C, predict the reaction product. The product is: [CH3:37][NH:36][C:33]1[CH:32]=[CH:31][C:30]([CH2:29][CH2:28][CH2:27][CH2:26][O:25][CH2:24][CH2:23][CH2:22][CH2:21][CH2:20][CH2:19][OH:18])=[CH:35][CH:34]=1. (2) Given the reactants [NH2:1][C@@H:2]([CH2:5][O:6][CH2:7][C:8]1[CH:13]=[CH:12][CH:11]=[CH:10][CH:9]=1)[CH2:3]O.[CH3:14][S:15](Cl)(=[O:17])=[O:16], predict the reaction product. The product is: [CH2:7]([O:6][CH2:5][C@H:2]1[CH2:3][CH2:14][S:15](=[O:17])(=[O:16])[NH:1]1)[C:8]1[CH:13]=[CH:12][CH:11]=[CH:10][CH:9]=1.